This data is from Full USPTO retrosynthesis dataset with 1.9M reactions from patents (1976-2016). The task is: Predict the reactants needed to synthesize the given product. (1) Given the product [CH3:32][O:33][C:34]([C:36]1[S:37][CH:38]=[CH:39][C:40]=1[N:41]1[C:3](=[O:31])[NH:4][C:5]([CH:6]([NH:20][C:21]2[CH:22]=[CH:23][C:24]([C:27]#[N:28])=[CH:25][CH:26]=2)[C:7]2[CH:16]=[C:15]([O:17][CH3:18])[C:10]3[O:11][CH2:12][CH2:13][O:14][C:9]=3[C:8]=2[F:19])=[N:42]1)=[O:35], predict the reactants needed to synthesize it. The reactants are: CO[C:3](=[O:31])[N:4]=[C:5](SC)[C:6](=[N:20][C:21]1[CH:26]=[CH:25][C:24]([C:27]#[N:28])=[CH:23][CH:22]=1)[C:7]1[CH:16]=[C:15]([O:17][CH3:18])[C:10]2[O:11][CH2:12][CH2:13][O:14][C:9]=2[C:8]=1[F:19].[CH3:32][O:33][C:34]([C:36]1[S:37][CH:38]=[CH:39][C:40]=1[NH:41][NH2:42])=[O:35].C(N(CC)CC)C. (2) The reactants are: [CH:1]([CH2:3][C:4]1[CH:13]=[CH:12][C:7]([C:8]([O:10][CH3:11])=[O:9])=[CH:6][CH:5]=1)=O.[Cl:14][C:15]1[CH:20]=[CH:19][C:18]([N+:21]#[C-:22])=[CH:17][CH:16]=1.[CH3:23][N:24]1[CH2:29][CH2:28][NH:27][CH2:26][CH2:25]1.CC(O)=[O:32]. Given the product [Cl:14][C:15]1[CH:20]=[CH:19][C:18]([NH:21][C:22](=[O:32])[CH:1]([N:27]2[CH2:28][CH2:29][N:24]([CH3:23])[CH2:25][CH2:26]2)[CH2:3][C:4]2[CH:13]=[CH:12][C:7]([C:8]([O:10][CH3:11])=[O:9])=[CH:6][CH:5]=2)=[CH:17][CH:16]=1, predict the reactants needed to synthesize it. (3) Given the product [F:35][C:27]1[CH:26]=[C:25]([C@H:22]2[O:21][C:20](=[O:36])[N:19]([CH2:18][C:11]3[C:10]([C:4]4[CH:3]=[C:2]([C:61]5[C:70]([CH3:71])=[CH:69][C:64]([C:65]([O:67][CH3:68])=[O:66])=[CH:63][C:62]=5[CH3:72])[CH:7]=[N:6][C:5]=4[O:8][CH3:9])=[CH:15][N:14]=[C:13]([S:16][CH3:17])[N:12]=3)[C@H:23]2[CH3:24])[CH:30]=[C:29]([C:31]([F:34])([F:33])[F:32])[CH:28]=1, predict the reactants needed to synthesize it. The reactants are: Cl[C:2]1[CH:3]=[C:4]([C:10]2[C:11]([CH2:18][N:19]3[C@@H:23]([CH3:24])[C@@H:22]([C:25]4[CH:30]=[C:29]([C:31]([F:34])([F:33])[F:32])[CH:28]=[C:27]([F:35])[CH:26]=4)[O:21][C:20]3=[O:36])=[N:12][C:13]([S:16][CH3:17])=[N:14][CH:15]=2)[C:5]([O:8][CH3:9])=[N:6][CH:7]=1.B1(B2OC(C)(C)C(C)(C)O2)OC(C)(C)C(C)(C)O1.C([O-])(=O)C.[K+].Br[C:61]1[C:70]([CH3:71])=[CH:69][C:64]([C:65]([O:67][CH3:68])=[O:66])=[CH:63][C:62]=1[CH3:72].C(=O)([O-])[O-].[K+].[K+]. (4) The reactants are: [CH3:1][O:2][C:3]1[CH:44]=[C:43]([O:45][CH3:46])[CH:42]=[CH:41][C:4]=1[CH2:5][NH:6][C:7]1[C:8]2[CH:15]=[CH:14][N:13]([C@H:16]3[C@@H:20]4[O:21][C:22]([CH3:25])([CH3:24])[O:23][C@@H:19]4[C@@H:18]([CH2:26][N:27]([CH2:37][CH:38]([CH3:40])[CH3:39])[CH:28]4[CH2:31][CH:30]([CH2:32][CH2:33][C:34](O)=[O:35])[CH2:29]4)[CH2:17]3)[C:9]=2[N:10]=[CH:11][N:12]=1.C(N(CC)C(C)C)(C)C.[C:56]([C:60]1[CH:61]=[C:62]([NH2:67])[C:63]([NH2:66])=[CH:64][CH:65]=1)([CH3:59])([CH3:58])[CH3:57]. Given the product [NH2:67][C:62]1[CH:61]=[C:60]([C:56]([CH3:59])([CH3:57])[CH3:58])[CH:65]=[CH:64][C:63]=1[NH:66][C:34](=[O:35])[CH2:33][CH2:32][CH:30]1[CH2:31][CH:28]([N:27]([CH2:26][C@@H:18]2[C@@H:19]3[C@@H:20]([O:21][C:22]([CH3:24])([CH3:25])[O:23]3)[C@H:16]([N:13]3[C:9]4[N:10]=[CH:11][N:12]=[C:7]([NH:6][CH2:5][C:4]5[CH:41]=[CH:42][C:43]([O:45][CH3:46])=[CH:44][C:3]=5[O:2][CH3:1])[C:8]=4[CH:15]=[CH:14]3)[CH2:17]2)[CH2:37][CH:38]([CH3:39])[CH3:40])[CH2:29]1, predict the reactants needed to synthesize it. (5) Given the product [CH3:10][C:6]1[C:5]([CH3:11])=[N:4][NH:3][C:2](=[S:12])[C:7]=1[C:8]#[N:9], predict the reactants needed to synthesize it. The reactants are: Cl[C:2]1[N:3]=[N:4][C:5]([CH3:11])=[C:6]([CH3:10])[C:7]=1[C:8]#[N:9].[S-2:12].[Na+].[Na+]. (6) Given the product [OH:44][C:43]1[CH:51]=[C:39]([N:38]([CH2:15][C:16]2[CH:24]=[CH:23][C:19]([C:20]([NH:11][CH2:10][C:9]3[CH:12]=[CH:13][C:6]([CH2:1][CH2:2][CH2:3][CH2:4][CH3:5])=[CH:7][CH:8]=3)=[O:21])=[CH:18][CH:17]=2)[C:31](=[O:32])[C:30]2[CH:34]=[CH:35][C:27]([C:26]([F:37])([F:36])[F:25])=[CH:28][CH:29]=2)[CH:40]=[CH:41][C:42]=1[C:47]([OH:48])=[O:46], predict the reactants needed to synthesize it. The reactants are: [CH2:1]([C:6]1[CH:13]=[CH:12][C:9]([CH2:10][NH2:11])=[CH:8][CH:7]=1)[CH2:2][CH2:3][CH2:4][CH3:5].Cl[CH2:15][C:16]1[CH:24]=[CH:23][C:19]([C:20](Cl)=[O:21])=[CH:18][CH:17]=1.[F:25][C:26]([F:37])([F:36])[C:27]1[CH:35]=[CH:34][C:30]([C:31](Cl)=[O:32])=[CH:29][CH:28]=1.[NH2:38][C:39]1[CH:40]=[CH:41][C:42]2[C:47](=[O:48])[O:46]C(C)(C)[O:44][C:43]=2[CH:51]=1. (7) Given the product [CH2:31]([O:30][C:27]([CH2:28][NH:1][C:2]1[CH:7]=[C:6]([O:8][CH3:9])[CH:5]=[CH:4][C:3]=1[CH:10]1[CH2:19][CH2:18][C:17]2[CH:16]=[C:15]([O:20][C:21](=[O:26])[C:22]([CH3:23])([CH3:25])[CH3:24])[CH:14]=[CH:13][C:12]=2[CH2:11]1)=[O:29])[CH3:32], predict the reactants needed to synthesize it. The reactants are: [NH2:1][C:2]1[CH:7]=[C:6]([O:8][CH3:9])[CH:5]=[CH:4][C:3]=1[CH:10]1[CH2:19][CH2:18][C:17]2[CH:16]=[C:15]([O:20][C:21](=[O:26])[C:22]([CH3:25])([CH3:24])[CH3:23])[CH:14]=[CH:13][C:12]=2[CH2:11]1.[C:27]([O:30][CH2:31][CH2:32]Br)(=[O:29])[CH3:28].C([O-])(=O)C.[Na+].C(=O)(O)[O-].[Na+]. (8) Given the product [NH2:1][C:4]1[CH:5]=[C:6]([NH:10][C:11]([CH:13]2[CH2:14][N:15]([C:17]([O:19][C:20]([CH3:23])([CH3:22])[CH3:21])=[O:18])[CH2:16]2)=[O:12])[CH:7]=[CH:8][CH:9]=1, predict the reactants needed to synthesize it. The reactants are: [N+:1]([C:4]1[CH:5]=[C:6]([NH:10][C:11]([CH:13]2[CH2:16][N:15]([C:17]([O:19][C:20]([CH3:23])([CH3:22])[CH3:21])=[O:18])[CH2:14]2)=[O:12])[CH:7]=[CH:8][CH:9]=1)([O-])=O.C([O-])=O.[NH4+].